This data is from Reaction yield outcomes from USPTO patents with 853,638 reactions. The task is: Predict the reaction yield, written as a fraction of the theoretical maximum amount of product (1.0 means a 100% yield; for example, 0.34 means a 34% yield). The catalyst is CO. The yield is 0.297. The reactants are [Cl:1][C:2]1[CH:7]=[C:6]2[NH:8][C:9](=[O:32])[C:10]3([CH:15]([C:16]4[CH:21]=[CH:20][CH:19]=[C:18]([Cl:22])[CH:17]=4)[CH2:14][C:13](=O)[NH:12][CH:11]3[C:24]3[CH:29]=[C:28]([F:30])[CH:27]=[CH:26][C:25]=3[CH3:31])[C:5]2=[CH:4][CH:3]=1.[BH4-].[Na+]. The product is [Cl:1][C:2]1[CH:7]=[C:6]2[NH:8][C:9](=[O:32])[C:10]3([CH:15]([C:16]4[CH:21]=[CH:20][CH:19]=[C:18]([Cl:22])[CH:17]=4)[CH2:14][CH2:13][NH:12][CH:11]3[C:24]3[CH:29]=[C:28]([F:30])[CH:27]=[CH:26][C:25]=3[CH3:31])[C:5]2=[CH:4][CH:3]=1.